Dataset: Full USPTO retrosynthesis dataset with 1.9M reactions from patents (1976-2016). Task: Predict the reactants needed to synthesize the given product. (1) Given the product [Cl:21][C:17]1[N:16]=[CH:15][N:14]=[C:13]2[N:9]([C:7]3[CH:6]=[CH:5][CH:4]=[C:3]([O:2][CH3:1])[N:8]=3)[N:10]=[CH:11][C:12]=12, predict the reactants needed to synthesize it. The reactants are: [CH3:1][O:2][C:3]1[N:8]=[C:7]([N:9]2[C:13]3=[N:14][CH:15]=[N:16][C:17](O)=[C:12]3[CH:11]=[N:10]2)[CH:6]=[CH:5][CH:4]=1.P(Cl)(Cl)([Cl:21])=O. (2) Given the product [Cl:10][C:11]1[CH:17]=[CH:16][C:14]([NH:15][C:6]2[C:5]([CH3:9])=[CH:4][N:3]=[C:2]([N:20]3[C:19]([CH3:18])=[CH:23][C:22]([CH3:24])=[N:21]3)[N:7]=2)=[CH:13][CH:12]=1, predict the reactants needed to synthesize it. The reactants are: Cl[C:2]1[N:7]=[C:6](Cl)[C:5]([CH3:9])=[CH:4][N:3]=1.[Cl:10][C:11]1[CH:17]=[CH:16][C:14]([NH2:15])=[CH:13][CH:12]=1.[CH3:18][C:19]1[CH:23]=[C:22]([CH3:24])[NH:21][N:20]=1.